This data is from NCI-60 drug combinations with 297,098 pairs across 59 cell lines. The task is: Regression. Given two drug SMILES strings and cell line genomic features, predict the synergy score measuring deviation from expected non-interaction effect. Drug 1: COC1=CC(=CC(=C1O)OC)C2C3C(COC3=O)C(C4=CC5=C(C=C24)OCO5)OC6C(C(C7C(O6)COC(O7)C8=CC=CS8)O)O. Drug 2: C1=CC=C(C(=C1)C(C2=CC=C(C=C2)Cl)C(Cl)Cl)Cl. Cell line: HOP-62. Synergy scores: CSS=26.4, Synergy_ZIP=0.293, Synergy_Bliss=-1.13, Synergy_Loewe=-45.8, Synergy_HSA=-1.09.